Task: Predict the reactants needed to synthesize the given product.. Dataset: Full USPTO retrosynthesis dataset with 1.9M reactions from patents (1976-2016) Given the product [NH2:1][C:2]1[C:6]2=[N:7][CH:8]=[C:9]([CH2:11][CH2:12][CH3:13])[CH:10]=[C:5]2[O:4][C:3]=1[C:14]([O:16][CH2:17][CH3:18])=[O:15], predict the reactants needed to synthesize it. The reactants are: [NH2:1][C:2]1[C:6]2=[N:7][CH:8]=[C:9](/[CH:11]=[CH:12]\[CH3:13])[CH:10]=[C:5]2[O:4][C:3]=1[C:14]([O:16][CH2:17][CH3:18])=[O:15].